Predict the product of the given reaction. From a dataset of Forward reaction prediction with 1.9M reactions from USPTO patents (1976-2016). (1) Given the reactants Cl[CH2:2][CH2:3][CH2:4][CH2:5][CH2:6][CH2:7][Cl:8].[SH:9][CH2:10][CH2:11][CH2:12][Si:13]([O:20][CH2:21][CH3:22])([O:17][CH2:18][CH3:19])[O:14][CH2:15][CH3:16].CC[O-].[Na+], predict the reaction product. The product is: [Si:13]([CH2:12][CH2:11][CH2:10][S:9][CH2:2][CH2:3][CH2:4][CH2:5][CH2:6][CH2:7][Cl:8])([O:17][CH2:18][CH3:19])([O:20][CH2:21][CH3:22])[O:14][CH2:15][CH3:16]. (2) Given the reactants [C:1](=[O:4])([O-])[O-].[Cs+].[Cs+].[Br:7][C:8]1[CH:9]=[C:10]([N+:15]([O-:17])=[O:16])[C:11](O)=[N:12][CH:13]=1.IC, predict the reaction product. The product is: [Br:7][C:8]1[CH:9]=[C:10]([N+:15]([O-:17])=[O:16])[C:1](=[O:4])[N:12]([CH3:11])[CH:13]=1. (3) The product is: [CH:1]([C:4]1[CH:5]=[CH:6][C:7]([O:46][CH3:47])=[C:8]([C:10]2[CH:15]=[CH:14][C:13]([C:16]([F:19])([F:18])[F:17])=[CH:12][C:11]=2[CH2:20][N:21]([CH2:34][C:35]2[CH:36]=[C:37]([CH:38]=[C:39]([C:41]([F:44])([F:42])[F:43])[CH:40]=2)[O:45][CH2:55][CH2:56][CH2:57][C:58]([O:60][CH2:61][CH3:62])=[O:59])[C:22]2[N:27]=[CH:26][C:25]([N:28]3[CH2:33][CH2:32][O:31][CH2:30][CH2:29]3)=[CH:24][N:23]=2)[CH:9]=1)([CH3:3])[CH3:2]. Given the reactants [CH:1]([C:4]1[CH:5]=[CH:6][C:7]([O:46][CH3:47])=[C:8]([C:10]2[CH:15]=[CH:14][C:13]([C:16]([F:19])([F:18])[F:17])=[CH:12][C:11]=2[CH2:20][N:21]([CH2:34][C:35]2[CH:36]=[C:37]([OH:45])[CH:38]=[C:39]([C:41]([F:44])([F:43])[F:42])[CH:40]=2)[C:22]2[N:27]=[CH:26][C:25]([N:28]3[CH2:33][CH2:32][O:31][CH2:30][CH2:29]3)=[CH:24][N:23]=2)[CH:9]=1)([CH3:3])[CH3:2].C(=O)([O-])[O-].[K+].[K+].Br[CH2:55][CH2:56][CH2:57][C:58]([O:60][CH2:61][CH3:62])=[O:59], predict the reaction product.